Dataset: Full USPTO retrosynthesis dataset with 1.9M reactions from patents (1976-2016). Task: Predict the reactants needed to synthesize the given product. (1) Given the product [C:1]([O:5][C:6](=[O:22])[NH:7][C@H:8]1[CH2:13][C@@H:12]([C:14]2[CH:19]=[CH:18][CH:17]=[CH:16][CH:15]=2)[C@@H:11]([CH3:20])[NH:10][C:9]1=[S:32])([CH3:4])([CH3:3])[CH3:2], predict the reactants needed to synthesize it. The reactants are: [C:1]([O:5][C:6](=[O:22])[NH:7][C@H:8]1[CH2:13][C@@H:12]([C:14]2[CH:19]=[CH:18][CH:17]=[CH:16][CH:15]=2)[C@@H:11]([CH3:20])[NH:10][C:9]1=O)([CH3:4])([CH3:3])[CH3:2].COC1C=CC(P2(SP(C3C=CC(OC)=CC=3)(=S)S2)=[S:32])=CC=1. (2) Given the product [Cl:1][C:2]1[CH:3]=[C:4]([CH:9]=[CH:10][C:11]=1[O:12][CH:21]([CH3:22])[CH3:20])[C:5]([O:7][CH3:8])=[O:6], predict the reactants needed to synthesize it. The reactants are: [Cl:1][C:2]1[CH:3]=[C:4]([CH:9]=[CH:10][C:11]=1[OH:12])[C:5]([O:7][CH3:8])=[O:6].C([O-])([O-])=O.[K+].[K+].I[CH2:20][CH2:21][CH3:22]. (3) Given the product [O:25]1[CH:29]=[CH:28][CH:27]=[C:26]1[C:30]([NH:2][CH2:3][CH2:4][C:5]1[C:9]2[CH:10]=[C:11]([C:14]([O:16][CH3:17])=[O:15])[CH:12]=[CH:13][C:8]=2[O:7][CH:6]=1)=[O:31], predict the reactants needed to synthesize it. The reactants are: Cl.[NH2:2][CH2:3][CH2:4][C:5]1[C:9]2[CH:10]=[C:11]([C:14]([O:16][CH3:17])=[O:15])[CH:12]=[CH:13][C:8]=2[O:7][CH:6]=1.C(N(CC)CC)C.[O:25]1[CH:29]=[CH:28][CH:27]=[C:26]1[C:30](Cl)=[O:31].